Dataset: NCI-60 drug combinations with 297,098 pairs across 59 cell lines. Task: Regression. Given two drug SMILES strings and cell line genomic features, predict the synergy score measuring deviation from expected non-interaction effect. (1) Drug 1: CC1=C(C=C(C=C1)NC(=O)C2=CC=C(C=C2)CN3CCN(CC3)C)NC4=NC=CC(=N4)C5=CN=CC=C5. Drug 2: N.N.Cl[Pt+2]Cl. Cell line: UACC-257. Synergy scores: CSS=21.7, Synergy_ZIP=-9.29, Synergy_Bliss=-2.25, Synergy_Loewe=-12.3, Synergy_HSA=-2.22. (2) Cell line: BT-549. Drug 1: CN1C(=O)N2C=NC(=C2N=N1)C(=O)N. Drug 2: CS(=O)(=O)CCNCC1=CC=C(O1)C2=CC3=C(C=C2)N=CN=C3NC4=CC(=C(C=C4)OCC5=CC(=CC=C5)F)Cl. Synergy scores: CSS=-2.68, Synergy_ZIP=-0.463, Synergy_Bliss=-3.82, Synergy_Loewe=-5.19, Synergy_HSA=-5.19. (3) Drug 1: C1CCC(CC1)NC(=O)N(CCCl)N=O. Drug 2: B(C(CC(C)C)NC(=O)C(CC1=CC=CC=C1)NC(=O)C2=NC=CN=C2)(O)O. Cell line: MDA-MB-435. Synergy scores: CSS=7.41, Synergy_ZIP=-0.405, Synergy_Bliss=5.36, Synergy_Loewe=2.11, Synergy_HSA=1.40. (4) Drug 1: CC12CCC3C(C1CCC2=O)CC(=C)C4=CC(=O)C=CC34C. Drug 2: CCCCC(=O)OCC(=O)C1(CC(C2=C(C1)C(=C3C(=C2O)C(=O)C4=C(C3=O)C=CC=C4OC)O)OC5CC(C(C(O5)C)O)NC(=O)C(F)(F)F)O. Cell line: OVCAR-8. Synergy scores: CSS=61.1, Synergy_ZIP=-0.961, Synergy_Bliss=-3.40, Synergy_Loewe=-2.26, Synergy_HSA=-3.11. (5) Drug 1: C1C(C(OC1N2C=NC3=C(N=C(N=C32)Cl)N)CO)O. Drug 2: CC1=C(C(=O)C2=C(C1=O)N3CC4C(C3(C2COC(=O)N)OC)N4)N. Cell line: NCIH23. Synergy scores: CSS=59.4, Synergy_ZIP=1.60, Synergy_Bliss=-0.723, Synergy_Loewe=-4.25, Synergy_HSA=1.72. (6) Drug 1: CN1CCC(CC1)COC2=C(C=C3C(=C2)N=CN=C3NC4=C(C=C(C=C4)Br)F)OC. Cell line: MDA-MB-231. Synergy scores: CSS=18.6, Synergy_ZIP=-0.382, Synergy_Bliss=1.81, Synergy_Loewe=2.08, Synergy_HSA=2.67. Drug 2: C1=CC(=CC=C1CC(C(=O)O)N)N(CCCl)CCCl.Cl. (7) Drug 2: C1=CN(C=N1)CC(O)(P(=O)(O)O)P(=O)(O)O. Synergy scores: CSS=2.19, Synergy_ZIP=-1.15, Synergy_Bliss=-1.83, Synergy_Loewe=-0.938, Synergy_HSA=-1.82. Drug 1: CC12CCC3C(C1CCC2O)C(CC4=C3C=CC(=C4)O)CCCCCCCCCS(=O)CCCC(C(F)(F)F)(F)F. Cell line: NCI-H460.